Task: Predict the product of the given reaction.. Dataset: Forward reaction prediction with 1.9M reactions from USPTO patents (1976-2016) (1) Given the reactants COC1C=CC(C([O:9][C@@H:10]2[CH2:14][N:13]([C:15]([O:17][C:18]([CH3:21])([CH3:20])[CH3:19])=[O:16])[C@@H:12]([CH2:22][O:23][CH3:24])[CH2:11]2)=O)=CC=1.[OH-].[Na+], predict the reaction product. The product is: [OH:9][C@@H:10]1[CH2:14][N:13]([C:15]([O:17][C:18]([CH3:19])([CH3:20])[CH3:21])=[O:16])[C@@H:12]([CH2:22][O:23][CH3:24])[CH2:11]1. (2) The product is: [O:1]1[C@H:12]([CH:13]2[CH2:14][CH2:15][CH2:16][CH2:17][CH2:18]2)[C@H:2]1[C:3]([OH:5])=[O:4]. Given the reactants [O:1]1[C@H:12]([CH:13]2[CH2:18][CH2:17][CH2:16][CH2:15][CH2:14]2)[C@H:2]1[C:3]([O:5]C1C=CC=CC=1)=[O:4].[OH-].[Na+].O.O.P([O-])(O)(O)=O.[Na+], predict the reaction product.